Dataset: Full USPTO retrosynthesis dataset with 1.9M reactions from patents (1976-2016). Task: Predict the reactants needed to synthesize the given product. (1) Given the product [CH3:16][C@@:9]1([C:13]([O:15][CH3:18])=[O:14])[CH2:10][CH2:11][CH2:12][N:8]1[C:6]([O:5][C:1]([CH3:4])([CH3:2])[CH3:3])=[O:7], predict the reactants needed to synthesize it. The reactants are: [C:1]([O:5][C:6]([N:8]1[CH2:12][CH2:11][CH2:10][C@@:9]1([CH3:16])[C:13]([OH:15])=[O:14])=[O:7])([CH3:4])([CH3:3])[CH3:2].[Si](C=[N+]=[N-])(C)(C)[CH3:18]. (2) Given the product [F:24][C:22]1[CH:21]=[C:20]([C:25]2[N:26]=[CH:27][C:28]([NH:31][C:14]([C@H:11]3[CH2:10][CH2:9][C@@H:8]([N:7]4[CH2:6][CH2:5][CH2:4][O:3][C:2]4=[O:1])[CH2:13][CH2:12]3)=[O:16])=[N:29][CH:30]=2)[CH:19]=[C:18]([F:17])[CH:23]=1, predict the reactants needed to synthesize it. The reactants are: [O:1]=[C:2]1[N:7]([C@@H:8]2[CH2:13][CH2:12][C@H:11]([C:14]([OH:16])=O)[CH2:10][CH2:9]2)[CH2:6][CH2:5][CH2:4][O:3]1.[F:17][C:18]1[CH:19]=[C:20]([C:25]2[N:26]=[CH:27][C:28]([NH2:31])=[N:29][CH:30]=2)[CH:21]=[C:22]([F:24])[CH:23]=1. (3) Given the product [CH2:1]([C:3]1[C:11]2[C:6](=[CH:7][CH:8]=[CH:9][C:10]=2[NH:12][C:13]([C:15]2[N:19]3[CH:20]=[CH:21][CH:22]=[CH:23][C:18]3=[N:17][CH:16]=2)=[O:14])[N:5]([CH2:24][C:25]2[N:26]=[C:27]([O:31][C@@H:38]3[CH2:37][CH2:36][N:35]([C:44]([O:46][C:47]([CH3:49])([CH3:48])[CH3:50])=[O:45])[CH2:34][C@H:33]3[F:32])[CH:28]=[CH:29][CH:30]=2)[N:4]=1)[CH3:2], predict the reactants needed to synthesize it. The reactants are: [CH2:1]([C:3]1[C:11]2[C:6](=[CH:7][CH:8]=[CH:9][C:10]=2[NH:12][C:13]([C:15]2[N:19]3[CH:20]=[CH:21][CH:22]=[CH:23][C:18]3=[N:17][CH:16]=2)=[O:14])[N:5]([CH2:24][C:25]2[CH:30]=[CH:29][CH:28]=[C:27]([OH:31])[N:26]=2)[N:4]=1)[CH3:2].[F:32][C@H:33]1[C@@H:38](OS(C)(=O)=O)[CH2:37][CH2:36][N:35]([C:44]([O:46][C:47]([CH3:50])([CH3:49])[CH3:48])=[O:45])[CH2:34]1.CS(OC1CCN(C(OC(C)(C)C)=O)CC1)(=O)=O.C([O-])([O-])=O.[Cs+].[Cs+]. (4) Given the product [F:52][C:2]1([F:1])[C:6]2[N:7]([CH2:14][C:15]([NH:17][C@H:18]([C:28]3[C:33]([C:95]4[CH:96]=[C:91]([C:89]([NH:88][CH:86]5[CH2:87][O:84][CH2:85]5)=[O:90])[C:92]5[N:93]([CH:100]=[CH:101][N:102]=5)[CH:94]=4)=[CH:32][CH:31]=[C:30]([C:45]#[C:46][C:47]([OH:50])([CH3:49])[CH3:48])[N:29]=3)[CH2:19][C:20]3[CH:21]=[C:22]([F:27])[CH:23]=[C:24]([F:26])[CH:25]=3)=[O:16])[N:8]=[C:9]([C:10]([F:11])([F:12])[F:13])[C:5]=2[C@H:4]2[CH2:51][C@@H:3]12, predict the reactants needed to synthesize it. The reactants are: [F:1][C:2]1([F:52])[C:6]2[N:7]([CH2:14][C:15]([NH:17][C@H:18]([C:28]3[C:33](C4C=CC5N(C(=O)NN=5)C=4C)=[CH:32][CH:31]=[C:30]([C:45]#[C:46][C:47]([OH:50])([CH3:49])[CH3:48])[N:29]=3)[CH2:19][C:20]3[CH:25]=[C:24]([F:26])[CH:23]=[C:22]([F:27])[CH:21]=3)=[O:16])[N:8]=[C:9]([C:10]([F:13])([F:12])[F:11])[C:5]=2[C@H:4]2[CH2:51][C@@H:3]12.BrC1C([C@@H](NC(=O)OC(C)(C)C)CC2C=C(F)C=C(F)C=2)=NC(C#CC(O)(C)C)=CC=1.[O:84]1[CH2:87][CH:86]([NH:88][C:89]([C:91]2[C:92]3[N:93]([CH:100]=[CH:101][N:102]=3)[CH:94]=[C:95](B(O)O)[CH:96]=2)=[O:90])[CH2:85]1. (5) Given the product [OH:35][C@H:5]1[C:6]2=[N:1][CH:4]=[CH:12][CH:11]=[C:7]2[C:8](=[O:10])[CH2:18][CH2:13][CH2:14]1, predict the reactants needed to synthesize it. The reactants are: [N+:1]([C:4]1[CH:12]=[CH:11][C:7]([C:8]([OH:10])=O)=[CH:6][CH:5]=1)([O-])=O.[CH:13]1[CH:18]=CC(P(C2C=CC=CC=2)C2C=CC=CC=2)=C[CH:14]=1.N(C(OC(C)C)=O)=NC(OC(C)C)=[O:35].[Li+].[OH-].Cl. (6) Given the product [Br:1][C:8]1[C:9]2[O:13][C:12]([C:14]3[CH:15]=[CH:16][C:17]([C:20]4([NH:24][C:25](=[O:31])[O:26][C:27]([CH3:30])([CH3:28])[CH3:29])[CH2:23][CH2:22][CH2:21]4)=[CH:18][CH:19]=3)=[C:11]([C:32]3[CH:37]=[CH:36][CH:35]=[CH:34][CH:33]=3)[C:10]=2[C:5]([O:4][CH3:3])=[N:6][CH:7]=1, predict the reactants needed to synthesize it. The reactants are: [Br:1]Br.[CH3:3][O:4][C:5]1[C:10]2[C:11]([C:32]3[CH:37]=[CH:36][CH:35]=[CH:34][CH:33]=3)=[C:12]([C:14]3[CH:19]=[CH:18][C:17]([C:20]4([NH:24][C:25](=[O:31])[O:26][C:27]([CH3:30])([CH3:29])[CH3:28])[CH2:23][CH2:22][CH2:21]4)=[CH:16][CH:15]=3)[O:13][C:9]=2[CH:8]=[CH:7][N:6]=1.C(=O)([O-])O.[Na+].S([O-])([O-])(=O)=S.[Na+].[Na+].